Dataset: Full USPTO retrosynthesis dataset with 1.9M reactions from patents (1976-2016). Task: Predict the reactants needed to synthesize the given product. Given the product [C:27]([O:31][C:32](=[O:33])[NH:16][C:13]1[CH:12]=[CH:11][C:10]([CH2:9][CH2:8][CH2:7][CH2:6][N:1]2[CH:5]=[CH:4][N:3]=[N:2]2)=[CH:15][CH:14]=1)([CH3:30])([CH3:29])[CH3:28], predict the reactants needed to synthesize it. The reactants are: [N:1]1([CH2:6][CH2:7][CH2:8][CH2:9][C:10]2[CH:15]=[CH:14][C:13]([NH2:16])=[CH:12][CH:11]=2)[CH:5]=[CH:4][N:3]=[N:2]1.C[Si](C)(C)[N-][Si](C)(C)C.[Li+].[C:27]([O:31][C:32](O[C:32]([O:31][C:27]([CH3:30])([CH3:29])[CH3:28])=[O:33])=[O:33])([CH3:30])([CH3:29])[CH3:28].[Cl-].[NH4+].